From a dataset of Full USPTO retrosynthesis dataset with 1.9M reactions from patents (1976-2016). Predict the reactants needed to synthesize the given product. (1) Given the product [ClH:20].[Cl:20][C:18]1[CH:17]=[CH:16][N:15]=[C:14]([N:11]2[CH2:10][CH2:9][NH:8][CH2:13][CH2:12]2)[CH:19]=1, predict the reactants needed to synthesize it. The reactants are: C(OC([N:8]1[CH2:13][CH2:12][N:11]([C:14]2[CH:19]=[C:18]([Cl:20])[CH:17]=[CH:16][N:15]=2)[CH2:10][CH2:9]1)=O)(C)(C)C.Cl. (2) Given the product [CH3:28][C:26]1[NH:25][N:24]=[C:23]([N:6]2[CH2:7][C@H:8]([S:10]([C:13]3[CH:18]=[CH:17][CH:16]=[CH:15][C:14]=3[C:19]([F:21])([F:20])[F:22])(=[O:11])=[O:12])[CH2:9][C@H:5]2[C:3]([OH:4])=[O:2])[CH:27]=1, predict the reactants needed to synthesize it. The reactants are: C[O:2][C:3]([C@@H:5]1[CH2:9][C@@H:8]([S:10]([C:13]2[CH:18]=[CH:17][CH:16]=[CH:15][C:14]=2[C:19]([F:22])([F:21])[F:20])(=[O:12])=[O:11])[CH2:7][N:6]1[C:23]1[CH:27]=[C:26]([CH3:28])[NH:25][N:24]=1)=[O:4].[OH-].[Li+]. (3) Given the product [CH3:24][O:23][C:21](=[O:22])[C:20]([N:12]([C:4]1[CH:3]=[C:2]([F:1])[CH:7]=[CH:6][C:5]=1[C:8](=[O:11])[CH2:9][CH3:10])[C:13]1[CH:14]=[CH:15][CH:16]=[CH:17][CH:18]=1)=[O:25], predict the reactants needed to synthesize it. The reactants are: [F:1][C:2]1[CH:7]=[CH:6][C:5]([C:8](=[O:11])[CH2:9][CH3:10])=[C:4]([NH:12][C:13]2[CH:18]=[CH:17][CH:16]=[CH:15][CH:14]=2)[CH:3]=1.Cl[C:20](=[O:25])[C:21]([O:23][CH3:24])=[O:22]. (4) The reactants are: [Br:1][C:2]1[C:3]([CH2:24][OH:25])=[C:4]([N:8]2[C:14](=[O:15])[C:13]3[C:16]([F:23])=[CH:17][C:18]([CH:20]4[CH2:22][CH2:21]4)=[CH:19][C:12]=3[O:11][CH2:10][CH2:9]2)[CH:5]=[CH:6][CH:7]=1.[C:26](Cl)(=[O:28])[CH3:27]. Given the product [C:26]([O:25][CH2:24][C:3]1[C:4]([N:8]2[C:14](=[O:15])[C:13]3[C:16]([F:23])=[CH:17][C:18]([CH:20]4[CH2:21][CH2:22]4)=[CH:19][C:12]=3[O:11][CH2:10][CH2:9]2)=[CH:5][CH:6]=[CH:7][C:2]=1[Br:1])(=[O:28])[CH3:27], predict the reactants needed to synthesize it. (5) Given the product [OH:1][CH:9]1[C:4]([O:17][CH3:15])([O:3][CH3:19])[CH2:5][CH2:6][N:7]([C:10]([O:12][CH2:13][CH3:14])=[O:11])[CH2:8]1, predict the reactants needed to synthesize it. The reactants are: [OH-:1].[K+].[O:3]=[C:4]1[CH2:9][CH2:8][N:7]([C:10]([O:12][CH2:13][CH3:14])=[O:11])[CH2:6][CH2:5]1.[C:15](O)(=[O:17])C.[C:19](O)(=O)C.IC1C=CC=CC=1.C(OCC)(=O)C. (6) Given the product [O:19]=[C:20]1[N:26]([CH:27]2[CH2:32][CH2:31][N:30]([C:33]([O:35][C@H:36]([CH2:37][C:38]3[CH:39]=[C:40]([Br:46])[C:41]([OH:45])=[C:42]([Br:44])[CH:43]=3)[C:47]([N:10]3[CH2:11][CH2:12][CH:7]([CH:4]4[CH2:5][CH2:6][N:1]([CH2:13][C:14]([O:16][CH2:17][CH3:18])=[O:15])[CH2:2][CH2:3]4)[CH2:8][CH2:9]3)=[O:48])=[O:34])[CH2:29][CH2:28]2)[CH2:25][CH2:24][C:23]2[CH:50]=[CH:51][CH:52]=[CH:53][C:22]=2[NH:21]1, predict the reactants needed to synthesize it. The reactants are: [N:1]1([CH2:13][C:14]([O:16][CH2:17][CH3:18])=[O:15])[CH2:6][CH2:5][CH:4]([CH:7]2[CH2:12][CH2:11][NH:10][CH2:9][CH2:8]2)[CH2:3][CH2:2]1.[O:19]=[C:20]1[N:26]([CH:27]2[CH2:32][CH2:31][N:30]([C:33]([O:35][C@@H:36]([C:47](O)=[O:48])[CH2:37][C:38]3[CH:43]=[C:42]([Br:44])[C:41]([OH:45])=[C:40]([Br:46])[CH:39]=3)=[O:34])[CH2:29][CH2:28]2)[CH2:25][CH2:24][C:23]2[CH:50]=[CH:51][CH:52]=[CH:53][C:22]=2[NH:21]1.CN(C(ON1N=NC2C=CC=CC1=2)=[N+](C)C)C.[B-](F)(F)(F)F.C(N(CC)CC)C. (7) Given the product [CH3:1][O:2][C:3]1[C:4]([O:14][CH3:15])=[CH:5][C:6]2[O:10][CH:9]([CH2:11][NH2:12])[CH2:8][C:7]=2[CH:13]=1, predict the reactants needed to synthesize it. The reactants are: [CH3:1][O:2][C:3]1[C:4]([O:14][CH3:15])=[CH:5][C:6]2[O:10][CH:9]([C:11]#[N:12])[CH2:8][C:7]=2[CH:13]=1.Cl.[H][H]. (8) Given the product [C:11]([NH:4][C:3]1[C:2](=[CH:8][CH:7]=[CH:6][CH:5]=1)[C:1]([OH:10])=[O:9])(=[O:14])[CH2:12][CH3:13], predict the reactants needed to synthesize it. The reactants are: [C:1]([OH:10])(=[O:9])[C:2]1[C:3](=[CH:5][CH:6]=[CH:7][CH:8]=1)[NH2:4].[C:11](Cl)(=[O:14])[CH2:12][CH3:13].